This data is from Forward reaction prediction with 1.9M reactions from USPTO patents (1976-2016). The task is: Predict the product of the given reaction. Given the reactants [Cl:1][C:2]1[N:7]=[C:6](Cl)[C:5]([F:9])=[CH:4][N:3]=1.[C:10]1([NH2:17])[CH:15]=[CH:14][CH:13]=[CH:12][C:11]=1[NH2:16].CCN(C(C)C)C(C)C, predict the reaction product. The product is: [Cl:1][C:2]1[N:7]=[C:6]([NH:16][C:11]2[C:10]([NH2:17])=[CH:15][CH:14]=[CH:13][CH:12]=2)[C:5]([F:9])=[CH:4][N:3]=1.